This data is from Forward reaction prediction with 1.9M reactions from USPTO patents (1976-2016). The task is: Predict the product of the given reaction. (1) Given the reactants C(Cl)CCl.[CH2:5]([O:12][N:13]1[C:19](=[O:20])[N:18]2[CH2:21][C@H:14]1[CH2:15][CH2:16][C@H:17]2[C:22]([OH:24])=O)[C:6]1[CH:11]=[CH:10][CH:9]=[CH:8][CH:7]=1.C1C=CC2N(O)N=NC=2C=1.O[NH:36][C:37](=[NH:43])[C:38]([O:40][CH2:41][CH3:42])=[O:39], predict the reaction product. The product is: [CH2:5]([O:12][N:13]1[C:19](=[O:20])[N:18]2[CH2:21][C@H:14]1[CH2:15][CH2:16][C@H:17]2[C:22]1[O:24][N:43]=[C:37]([C:38]([O:40][CH2:41][CH3:42])=[O:39])[N:36]=1)[C:6]1[CH:7]=[CH:8][CH:9]=[CH:10][CH:11]=1. (2) Given the reactants [F:1][C:2]1[C:7]([F:8])=[CH:6][CH:5]=[CH:4][C:3]=1[CH2:9][CH2:10][C:11]1[CH:16]=[C:15]([OH:17])[N:14]2[N:18]=[C:19]([C:21]([OH:23])=[O:22])[CH:20]=[C:13]2[N:12]=1.Cl.[CH2:25](O)[CH3:26], predict the reaction product. The product is: [CH2:25]([O:22][C:21]([C:19]1[CH:20]=[C:13]2[N:12]=[C:11]([CH2:10][CH2:9][C:3]3[CH:4]=[CH:5][CH:6]=[C:7]([F:8])[C:2]=3[F:1])[CH:16]=[C:15]([OH:17])[N:14]2[N:18]=1)=[O:23])[CH3:26]. (3) Given the reactants [NH2:1][C:2]1[N:10]=[CH:9][N:8]=[C:7]2[C:3]=1[N:4]([C:28]1[CH:33]=[CH:32][C:31]([O:34][C:35]3[CH:40]=[CH:39][CH:38]=[CH:37][CH:36]=3)=[CH:30][CH:29]=1)[C:5](=[O:27])[N:6]2[C:11]1[CH:12]=[C:13]([N:18](C)[C:19](=O)OC(C)(C)C)[CH:14]=[CH:15][C:16]=1[CH3:17].C(O)(C(F)(F)F)=O, predict the reaction product. The product is: [NH2:1][C:2]1[N:10]=[CH:9][N:8]=[C:7]2[C:3]=1[N:4]([C:28]1[CH:33]=[CH:32][C:31]([O:34][C:35]3[CH:36]=[CH:37][CH:38]=[CH:39][CH:40]=3)=[CH:30][CH:29]=1)[C:5](=[O:27])[N:6]2[C:11]1[CH:12]=[C:13]([NH:18][CH3:19])[CH:14]=[CH:15][C:16]=1[CH3:17]. (4) The product is: [Cl:1][C:2]1[CH:7]=[C:6]([O:8][CH3:9])[CH:5]=[CH:4][C:3]=1[CH:10]([CH3:22])[C:11]([C:13]1[CH:18]=[N:17][C:16]([CH3:19])=[CH:15][N:14]=1)=[O:12]. Given the reactants [Cl:1][C:2]1[CH:7]=[C:6]([O:8][CH3:9])[CH:5]=[CH:4][C:3]=1[CH2:10][C:11]([C:13]1[CH:18]=[N:17][C:16]([CH3:19])=[CH:15][N:14]=1)=[O:12].[H-].[Na+].[CH3:22]I, predict the reaction product. (5) Given the reactants [N:1]1[CH:6]=[CH:5][C:4]([C:7](=O)[CH2:8][C:9]([O:11]CC)=O)=[CH:3][CH:2]=1.Cl.Cl.[NH2:17][CH:18]1[NH:23][CH2:22][CH:21]=[CH:20][NH:19]1.C(=O)([O-])[O-].[K+].[K+], predict the reaction product. The product is: [N:1]1[CH:2]=[CH:3][C:4]([C:7]2[N:17]=[C:18]3[NH:23][CH2:22][CH2:21][CH2:20][N:19]3[C:9](=[O:11])[CH:8]=2)=[CH:5][CH:6]=1. (6) Given the reactants [C:1]([C:3]1([CH2:16][CH:17]2[CH2:19][CH2:18]2)[CH2:8][CH2:7][N:6](C(OC(C)(C)C)=O)[CH2:5][CH2:4]1)#[N:2].[ClH:20], predict the reaction product. The product is: [ClH:20].[CH:17]1([CH2:16][C:3]2([C:1]#[N:2])[CH2:4][CH2:5][NH:6][CH2:7][CH2:8]2)[CH2:19][CH2:18]1. (7) Given the reactants C(OC([NH:8][C@@H:9]([CH:47]([CH3:49])[CH3:48])[C:10]([O:12][C:13]1[CH:14]=[CH:15][C:16]2[C:20]([O:21][C:22]3[CH:27]=[CH:26][C:25](/[CH:28]=[CH:29]/[C:30]([O:32]C(C)(C)C)=[O:31])=[CH:24][CH:23]=3)=[C:19]([C:37]3[CH:42]=[CH:41][CH:40]=[CH:39][C:38]=3[CH:43]([CH3:45])[CH3:44])[S:18][C:17]=2[CH:46]=1)=[O:11])=O)(C)(C)C.[ClH:50], predict the reaction product. The product is: [ClH:50].[NH2:8][C@@H:9]([CH:47]([CH3:49])[CH3:48])[C:10]([O:12][C:13]1[CH:14]=[CH:15][C:16]2[C:20]([O:21][C:22]3[CH:23]=[CH:24][C:25](/[CH:28]=[CH:29]/[C:30]([OH:32])=[O:31])=[CH:26][CH:27]=3)=[C:19]([C:37]3[CH:42]=[CH:41][CH:40]=[CH:39][C:38]=3[CH:43]([CH3:44])[CH3:45])[S:18][C:17]=2[CH:46]=1)=[O:11].